Dataset: Full USPTO retrosynthesis dataset with 1.9M reactions from patents (1976-2016). Task: Predict the reactants needed to synthesize the given product. (1) Given the product [CH2:15]([O:14][N:13]=[C:11]1[CH2:10][C@@H:9]([C:17]([N:47]2[CH2:48][CH2:49][N:44]([CH:31]([C:32]3[CH:37]=[CH:36][CH:35]=[CH:34][CH:33]=3)[C:38]3[CH:43]=[CH:42][CH:41]=[CH:40][CH:39]=3)[CH2:45][CH2:46]2)=[O:19])[N:8]([C:6](=[O:7])[CH2:27][O:20][C:21]2[CH:22]=[CH:23][CH:24]=[CH:25][CH:26]=2)[CH2:12]1)[CH3:16], predict the reactants needed to synthesize it. The reactants are: C(O[C:6]([N:8]1[CH2:12][C:11](=[N:13][O:14][CH2:15][CH3:16])[CH2:10][C@H:9]1[C:17]([OH:19])=O)=[O:7])(C)(C)C.[O:20]([CH2:27]C(Cl)=O)[C:21]1[CH:26]=[CH:25][CH:24]=[CH:23][CH:22]=1.[CH:31]([N:44]1[CH2:49][CH2:48][NH:47][CH2:46][CH2:45]1)([C:38]1[CH:43]=[CH:42][CH:41]=[CH:40][CH:39]=1)[C:32]1[CH:37]=[CH:36][CH:35]=[CH:34][CH:33]=1. (2) Given the product [C:20]([C:17]([C:13]1[CH:12]=[C:11]([C:10]([NH:9][C:4]2[CH:5]=[CH:6][C:7]([CH3:8])=[C:2]([NH:1][C:33]3[N:38]=[C:37]([S:39][C:40]#[N:41])[C:36]([N+:42]([O-:44])=[O:43])=[CH:35][N:34]=3)[CH:3]=2)=[O:22])[CH:16]=[CH:15][CH:14]=1)([CH3:19])[CH3:18])#[N:21], predict the reactants needed to synthesize it. The reactants are: [NH2:1][C:2]1[CH:3]=[C:4]([NH:9][C:10](=[O:22])[C:11]2[CH:16]=[CH:15][CH:14]=[C:13]([C:17]([C:20]#[N:21])([CH3:19])[CH3:18])[CH:12]=2)[CH:5]=[CH:6][C:7]=1[CH3:8].C(N(C(C)C)C(C)C)C.Cl[C:33]1[N:38]=[C:37]([S:39][C:40]#[N:41])[C:36]([N+:42]([O-:44])=[O:43])=[CH:35][N:34]=1.C(=O)([O-])O.[Na+]. (3) Given the product [CH3:32][O:31][C:26]1[CH:27]=[CH:28][CH:29]=[CH:30][C:25]=1[CH2:24][O:23][CH2:22][CH2:21][CH2:20][O:19][C:16]1[CH:15]=[CH:14][C:13]([CH:12]2[CH2:11][CH2:10][N:9]([C:33]([O:35][C:36]([CH3:38])([CH3:37])[CH3:39])=[O:34])[CH2:8][CH:7]2[O:6][CH2:5][C:4]2[CH:40]=[CH:41][CH:42]=[C:2]([NH:1][C:47](=[O:48])[CH2:46][CH2:45][O:44][CH3:43])[CH:3]=2)=[CH:18][CH:17]=1, predict the reactants needed to synthesize it. The reactants are: [NH2:1][C:2]1[CH:3]=[C:4]([CH:40]=[CH:41][CH:42]=1)[CH2:5][O:6][CH:7]1[CH:12]([C:13]2[CH:18]=[CH:17][C:16]([O:19][CH2:20][CH2:21][CH2:22][O:23][CH2:24][C:25]3[CH:30]=[CH:29][CH:28]=[CH:27][C:26]=3[O:31][CH3:32])=[CH:15][CH:14]=2)[CH2:11][CH2:10][N:9]([C:33]([O:35][C:36]([CH3:39])([CH3:38])[CH3:37])=[O:34])[CH2:8]1.[CH3:43][O:44][CH2:45][CH2:46][C:47](Cl)=[O:48]. (4) The reactants are: BrC1C=CC(Br)=CC=1C1[O:10][C:11]([C:14]2[CH:19]=[CH:18][C:17]([O:20][CH2:21][CH2:22][CH2:23][CH2:24][CH2:25][CH2:26][CH2:27][CH3:28])=[CH:16][CH:15]=2)=[N:12][N:13]=1.[Br:29][C:30]1[CH:31]=[C:32]([CH:36]=[C:37]([Br:39])[CH:38]=1)[C:33](Cl)=[O:34].C(OC1C=CC(C(NN)=O)=CC=1)CCCCCCC. Given the product [Br:29][C:30]1[CH:31]=[C:32]([CH:36]=[C:37]([Br:39])[CH:38]=1)[C:33]([NH:13][NH:12][C:11](=[O:10])[C:14]1[CH:19]=[CH:18][C:17]([O:20][CH2:21][CH2:22][CH2:23][CH2:24][CH2:25][CH2:26][CH2:27][CH3:28])=[CH:16][CH:15]=1)=[O:34], predict the reactants needed to synthesize it. (5) Given the product [N+:10]([C:6]1[CH:7]=[CH:8][CH:9]=[C:2]([O:1][CH:13]([CH3:15])[CH3:14])[C:3]=1[C:4]#[N:5])([O-:12])=[O:11], predict the reactants needed to synthesize it. The reactants are: [OH:1][C:2]1[CH:9]=[CH:8][CH:7]=[C:6]([N+:10]([O-:12])=[O:11])[C:3]=1[C:4]#[N:5].[CH:13](Br)([CH3:15])[CH3:14]. (6) Given the product [CH2:1]([O:3][C:4](=[O:13])[CH2:5][C:6]1[CH:11]=[CH:10][C:9]([S:12][CH2:14][CH3:15])=[CH:8][CH:7]=1)[CH3:2], predict the reactants needed to synthesize it. The reactants are: [CH2:1]([O:3][C:4](=[O:13])[CH2:5][C:6]1[CH:11]=[CH:10][C:9]([SH:12])=[CH:8][CH:7]=1)[CH3:2].[CH2:14](I)[CH3:15].